This data is from Experimentally validated miRNA-target interactions with 360,000+ pairs, plus equal number of negative samples. The task is: Binary Classification. Given a miRNA mature sequence and a target amino acid sequence, predict their likelihood of interaction. (1) The miRNA is hsa-miR-337-3p with sequence CUCCUAUAUGAUGCCUUUCUUC. The protein sequence of the target gene is MSEPQPRGAERDLYRDTWVRYLGYANEVGEAFRSLVPAAVVWLSYGVASSYVLADAIDKGKKAGEVPSPEAGRSARVTVAVVDTFVWQALASVAIPGFTINRVCAASLYVLGTATRWPLAVRKWTTTALGLLTIPIIIHPIDRSVDFLLDSSLRKLYPTVGKPSSS. Result: 0 (no interaction). (2) The miRNA is mmu-miR-3097-5p with sequence CACAGGUGGGAAGUGUGUGUCCA. The protein sequence of the target gene is MVQLGKLLRVLTLMKFPCCVLEVLLCVLAAAARGQEMYAPHSIRIEGDVTLGGLFPVHAKGPSGVPCGDIKRENGIHRLEAMLYALDQINSDPNLLPNVTLGARILDTCSRDTYALEQSLTFVQALIQKDTSDVRCTNGEPPVFVKPEKVVGVIGASGSSVSIMVANILRLFQIPQISYASTAPELSDDRRYDFFSRVVPPDSFQAQAMVDIVKALGWNYVSTLASEGSYGEKGVESFTQISKEAGGLCIAQSVRIPQERKDRTIDFDRIIKQLLDTPNSRAVVIFANDEDIKQILAAAK.... Result: 0 (no interaction).